This data is from Merck oncology drug combination screen with 23,052 pairs across 39 cell lines. The task is: Regression. Given two drug SMILES strings and cell line genomic features, predict the synergy score measuring deviation from expected non-interaction effect. Drug 1: COC12C(COC(N)=O)C3=C(C(=O)C(C)=C(N)C3=O)N1CC1NC12. Drug 2: CS(=O)(=O)CCNCc1ccc(-c2ccc3ncnc(Nc4ccc(OCc5cccc(F)c5)c(Cl)c4)c3c2)o1. Cell line: CAOV3. Synergy scores: synergy=3.03.